Dataset: Reaction yield outcomes from USPTO patents with 853,638 reactions. Task: Predict the reaction yield, written as a fraction of the theoretical maximum amount of product (1.0 means a 100% yield; for example, 0.34 means a 34% yield). (1) The reactants are [CH3:1][CH2:2][C:3](=O)[CH2:4][C:5](=O)[CH2:6][CH3:7].[NH2:10][C:11]1[N:15]=[C:14]([S:16][CH3:17])[NH:13][N:12]=1. The catalyst is C(O)(=O)C. The product is [CH2:2]([C:3]1[CH:4]=[C:5]([CH2:6][CH3:7])[N:12]2[N:13]=[C:14]([S:16][CH3:17])[N:15]=[C:11]2[N:10]=1)[CH3:1]. The yield is 0.880. (2) The reactants are [Cl:1][C:2]1[CH:7]=[CH:6][C:5]([N:8]=[C:9]=[O:10])=[CH:4][C:3]=1[C:11]([F:14])([F:13])[F:12].[CH3:15][S:16][C:17]1[N:22]=[C:21]([O:23][C:24]2[CH:29]=[CH:28][C:27]([NH2:30])=[CH:26][CH:25]=2)[CH:20]=[CH:19][N:18]=1. The catalyst is C1COCC1. The product is [Cl:1][C:2]1[CH:7]=[CH:6][C:5]([NH:8][C:9]([NH:30][C:27]2[CH:26]=[CH:25][C:24]([O:23][C:21]3[CH:20]=[CH:19][N:18]=[C:17]([S:16][CH3:15])[N:22]=3)=[CH:29][CH:28]=2)=[O:10])=[CH:4][C:3]=1[C:11]([F:12])([F:13])[F:14]. The yield is 0.860.